This data is from Peptide-MHC class I binding affinity with 185,985 pairs from IEDB/IMGT. The task is: Regression. Given a peptide amino acid sequence and an MHC pseudo amino acid sequence, predict their binding affinity value. This is MHC class I binding data. (1) The peptide sequence is HQIFGTAYGV. The MHC is HLA-A02:06 with pseudo-sequence HLA-A02:06. The binding affinity (normalized) is 0.720. (2) The binding affinity (normalized) is 0.149. The MHC is HLA-A33:01 with pseudo-sequence HLA-A33:01. The peptide sequence is SQVSNSDSYK. (3) The peptide sequence is FVAEGDALV. The MHC is HLA-B07:02 with pseudo-sequence HLA-B07:02. The binding affinity (normalized) is 0.0847. (4) The peptide sequence is ATGPLTTLW. The MHC is HLA-B58:01 with pseudo-sequence HLA-B58:01. The binding affinity (normalized) is 0.818. (5) The binding affinity (normalized) is 0.553. The MHC is HLA-A02:03 with pseudo-sequence HLA-A02:03. The peptide sequence is VIKLVKSLV. (6) The peptide sequence is KLSSTNQLR. The MHC is HLA-A03:01 with pseudo-sequence HLA-A03:01. The binding affinity (normalized) is 0.183. (7) The peptide sequence is VLPPEINSL. The MHC is HLA-A02:01 with pseudo-sequence HLA-A02:01. The binding affinity (normalized) is 0.605. (8) The peptide sequence is ATAAATEAY. The MHC is HLA-A02:01 with pseudo-sequence HLA-A02:01. The binding affinity (normalized) is 0.0847.